From a dataset of Reaction yield outcomes from USPTO patents with 853,638 reactions. Predict the reaction yield, written as a fraction of the theoretical maximum amount of product (1.0 means a 100% yield; for example, 0.34 means a 34% yield). (1) The reactants are [CH3:1][O:2][C:3]1[CH:11]=[CH:10][CH:9]=[C:8]2[C:4]=1[CH:5]([CH3:13])[C:6](=[O:12])[NH:7]2.[CH3:14][Si]([N-][Si](C)(C)C)(C)C.[K+].IC.Cl. The catalyst is C1(C)C=CC=CC=1.CO.O1CCCC1. The product is [CH3:1][O:2][C:3]1[CH:11]=[CH:10][CH:9]=[C:8]2[C:4]=1[C:5]([CH3:14])([CH3:13])[C:6](=[O:12])[NH:7]2. The yield is 0.580. (2) The catalyst is CC(C)=O.O. The yield is 0.800. The product is [C:14]([N:19]=[N+:20]=[N-:21])(=[O:15])[C:13]1[CH:17]=[CH:18][CH:10]=[CH:11][CH:12]=1. The reactants are O1CCN(CCO[C:10]2[CH:18]=[CH:17][C:13]([C:14](Cl)=[O:15])=[CH:12][CH:11]=2)CC1.[N-:19]=[N+:20]=[N-:21].[Na+]. (3) The reactants are Br[CH2:2][CH2:3][CH2:4][CH2:5][CH2:6][CH2:7][CH2:8]/[CH:9]=[CH:10]\[CH2:11]/[CH:12]=[CH:13]\[CH2:14]/[CH:15]=[CH:16]\[CH2:17][CH3:18].[H-].[H-].[H-].[H-].[Li+].[Al+3].C1COCC1.[OH-].[Na+]. The catalyst is O. The product is [CH3:18][CH2:17]/[CH:16]=[CH:15]\[CH2:14]/[CH:13]=[CH:12]\[CH2:11]/[CH:10]=[CH:9]\[CH2:8][CH2:7][CH2:6][CH2:5][CH2:4][CH2:3][CH3:2]. The yield is 0.740. (4) The catalyst is CS(C)=O.C(OCC)(=O)C. The yield is 0.770. The reactants are [F:1][C:2]1[CH:7]=[C:6]([F:8])[CH:5]=[CH:4][C:3]=1[CH2:9][CH2:10][C:11]1[CH:16]=[CH:15][C:14]([S:17]([C:20]2[CH:25]=[CH:24][CH:23]=[CH:22][C:21]=2F)(=[O:19])=[O:18])=[CH:13][CH:12]=1.C(=O)([O-])[O-].[K+].[K+].[NH:33]1[CH:37]=[CH:36][N:35]=[CH:34]1. The product is [F:1][C:2]1[CH:7]=[C:6]([F:8])[CH:5]=[CH:4][C:3]=1[CH2:9][CH2:10][C:11]1[CH:16]=[CH:15][C:14]([S:17]([C:20]2[CH:25]=[CH:24][CH:23]=[CH:22][C:21]=2[N:33]2[CH:37]=[CH:36][N:35]=[CH:34]2)(=[O:18])=[O:19])=[CH:13][CH:12]=1. (5) The reactants are [CH3:1][O:2][C:3](=[O:23])[NH:4][CH:5]([C:9]([N:11]1[CH2:15][CH2:14][CH2:13][CH:12]1[C:16]1[NH:17][C:18]([C:21]#[CH:22])=[CH:19][N:20]=1)=[O:10])[CH:6]([CH3:8])[CH3:7].[CH3:24][O:25][C:26](=[O:57])[NH:27][CH:28]([C:32]([N:34]1[CH2:38][CH2:37][CH2:36][CH:35]1[C:39]1[NH:40][C:41]([C:44]2[CH:49]=[CH:48][C:47]([C:50]3[CH:55]=[CH:54][C:53](Br)=[CH:52][CH:51]=3)=[CH:46][CH:45]=2)=[CH:42][N:43]=1)=[O:33])[CH:29]([CH3:31])[CH3:30].C(N(CC)CC)C. The catalyst is CN(C=O)C.C1C=CC([P]([Pd]([P](C2C=CC=CC=2)(C2C=CC=CC=2)C2C=CC=CC=2)([P](C2C=CC=CC=2)(C2C=CC=CC=2)C2C=CC=CC=2)[P](C2C=CC=CC=2)(C2C=CC=CC=2)C2C=CC=CC=2)(C2C=CC=CC=2)C2C=CC=CC=2)=CC=1.[Cu]I. The product is [CH3:24][O:25][C:26](=[O:57])[NH:27][CH:28]([C:32]([N:34]1[CH2:38][CH2:37][CH2:36][CH:35]1[C:39]1[NH:40][C:41]([C:44]2[CH:49]=[CH:48][C:47]([C:50]3[CH:55]=[CH:54][C:53]([C:22]#[C:21][C:18]4[NH:17][C:16]([CH:12]5[CH2:13][CH2:14][CH2:15][N:11]5[C:9](=[O:10])[CH:5]([NH:4][C:3]([O:2][CH3:1])=[O:23])[CH:6]([CH3:8])[CH3:7])=[N:20][CH:19]=4)=[CH:52][CH:51]=3)=[CH:46][CH:45]=2)=[CH:42][N:43]=1)=[O:33])[CH:29]([CH3:31])[CH3:30]. The yield is 0.120.